This data is from Full USPTO retrosynthesis dataset with 1.9M reactions from patents (1976-2016). The task is: Predict the reactants needed to synthesize the given product. Given the product [Br:1][C:2]1[CH:3]=[C:4]2[C:9](=[CH:10][CH:11]=1)[N:8]=[CH:7][C:6]([C:12]([CH:14]1[CH2:16][CH2:15]1)=[O:13])=[C:5]2[NH:18][CH2:19][C@H:20]1[CH2:25][CH2:24][C@H:23]([N:26]([CH3:28])[CH3:27])[CH2:22][CH2:21]1, predict the reactants needed to synthesize it. The reactants are: [Br:1][C:2]1[CH:3]=[C:4]2[C:9](=[CH:10][CH:11]=1)[N:8]=[CH:7][C:6]([C:12]([CH:14]1[CH2:16][CH2:15]1)=[O:13])=[C:5]2Cl.[NH2:18][CH2:19][C@H:20]1[CH2:25][CH2:24][C@H:23]([N:26]([CH3:28])[CH3:27])[CH2:22][CH2:21]1.